From a dataset of Forward reaction prediction with 1.9M reactions from USPTO patents (1976-2016). Predict the product of the given reaction. (1) Given the reactants [CH2:1]([N:5]([CH2:19][CH2:20][CH2:21][CH3:22])[CH2:6][CH2:7][CH2:8][O:9][C:10]1[CH:18]=[CH:17][C:13]([C:14](Cl)=[O:15])=[CH:12][CH:11]=1)[CH2:2][CH2:3][CH3:4].[NH2:23][C:24]1[CH:29]=[CH:28][CH:27]=[CH:26][CH:25]=1.C(=O)([O-])[O-].[K+].[K+], predict the reaction product. The product is: [CH2:1]([N:5]([CH2:19][CH2:20][CH2:21][CH3:22])[CH2:6][CH2:7][CH2:8][O:9][C:10]1[CH:18]=[CH:17][C:13]([C:14]([NH:23][C:24]2[CH:29]=[CH:28][CH:27]=[CH:26][CH:25]=2)=[O:15])=[CH:12][CH:11]=1)[CH2:2][CH2:3][CH3:4]. (2) Given the reactants CO[C:3]([C:5]1[C:6]([OH:23])=[C:7]2[C:12](=[CH:13][N:14]=1)[N:11]([CH2:15][C:16]1[CH:21]=[CH:20][CH:19]=[CH:18][CH:17]=1)[C:10](=[O:22])[CH:9]=[CH:8]2)=[O:4].[NH2:24][CH2:25][CH2:26][C:27]([OH:29])=[O:28].C[O-].[Na+], predict the reaction product. The product is: [CH2:15]([N:11]1[C:12]2[C:7](=[C:6]([OH:23])[C:5]([C:3]([NH:24][CH2:25][CH2:26][C:27]([OH:29])=[O:28])=[O:4])=[N:14][CH:13]=2)[CH:8]=[CH:9][C:10]1=[O:22])[C:16]1[CH:21]=[CH:20][CH:19]=[CH:18][CH:17]=1. (3) Given the reactants [Cl:1][C:2]1[CH:3]=[C:4]([NH:8][C:9]([C:11]2[N:12]=[C:13]([CH3:17])[S:14][C:15]=2[NH2:16])=[O:10])[CH:5]=[CH:6][CH:7]=1.[C:18](Cl)(=[O:25])[C:19]1[CH:24]=[CH:23][CH:22]=[CH:21][CH:20]=1, predict the reaction product. The product is: [Cl:1][C:2]1[CH:3]=[C:4]([NH:8][C:9]([C:11]2[N:12]=[C:13]([CH3:17])[S:14][C:15]=2[NH:16][C:18](=[O:25])[C:19]2[CH:24]=[CH:23][CH:22]=[CH:21][CH:20]=2)=[O:10])[CH:5]=[CH:6][CH:7]=1. (4) The product is: [O:1]=[C:2]1[CH2:6][CH2:5][CH2:4][CH:3]1[C:7]([O:9][CH2:10][CH:11]=[CH2:12])=[O:8]. Given the reactants [O:1]=[C:2]1[CH2:6][CH2:5][CH2:4][CH:3]1[C:7]([O:9][CH3:10])=[O:8].[CH2:11](O)[CH:12]=C, predict the reaction product. (5) Given the reactants Cl.FC(F)(F)CN.CS(O)(=O)=O.O=P12OP3(OP(OP(O3)(O1)=O)(=O)O2)=O.CO[CH:29]([O:53]C)[CH2:30][NH:31][C:32]([C:34]1[C:35]([C:44]2[CH:49]=[CH:48][C:47]([N+:50]([O-:52])=[O:51])=[CH:46][CH:45]=2)=[C:36]2[N:41]([CH:42]=1)[N:40]=[CH:39][N:38]=[C:37]2[NH2:43])=O.C(=O)([O-])[O-].[Na+].[Na+], predict the reaction product. The product is: [N+:50]([C:47]1[CH:48]=[CH:49][C:44]([C:35]2[C:34]([C:32]3[O:53][CH:29]=[CH:30][N:31]=3)=[CH:42][N:41]3[C:36]=2[C:37]([NH2:43])=[N:38][CH:39]=[N:40]3)=[CH:45][CH:46]=1)([O-:52])=[O:51]. (6) Given the reactants [Cl:1][C:2]1[CH:3]=[C:4]([CH:7]=[CH:8][C:9]=1[NH:10][NH2:11])[C:5]#[N:6].[OH:12][C:13]1[CH:14]=[C:15]([CH:18]=[CH:19][C:20]=1[OH:21])[CH:16]=O, predict the reaction product. The product is: [Cl:1][C:2]1[CH:3]=[C:4]([CH:7]=[CH:8][C:9]=1[NH:10][N:11]=[CH:16][C:15]1[CH:18]=[CH:19][C:20]([OH:21])=[C:13]([OH:12])[CH:14]=1)[C:5]#[N:6]. (7) Given the reactants C([O:3][C:4]([C:6]1[NH:7][C:8]2[C:13]([CH:14]=1)=[CH:12][CH:11]=[CH:10][C:9]=2[CH2:15][C:16]#[N:17])=[O:5])C.O[Li].O.Cl, predict the reaction product. The product is: [C:16]([CH2:15][C:9]1[CH:10]=[CH:11][CH:12]=[C:13]2[C:8]=1[NH:7][C:6]([C:4]([OH:5])=[O:3])=[CH:14]2)#[N:17]. (8) Given the reactants [NH2:1][C:2]1[CH:7]=[CH:6][C:5]([C:8]2[C:16]3[C:11](=[CH:12][N:13]=[CH:14][CH:15]=3)[NH:10][C:9]=2[C:17]([NH2:19])=[O:18])=[CH:4][CH:3]=1.[F:20][C:21]([F:32])([F:31])[C:22]1[CH:27]=[CH:26][CH:25]=[CH:24][C:23]=1[N:28]=[C:29]=[O:30], predict the reaction product. The product is: [F:20][C:21]([F:31])([F:32])[C:22]1[CH:27]=[CH:26][CH:25]=[CH:24][C:23]=1[NH:28][C:29](=[O:30])[NH:1][C:2]1[CH:3]=[CH:4][C:5]([C:8]2[C:16]3[C:11](=[CH:12][N:13]=[CH:14][CH:15]=3)[NH:10][C:9]=2[C:17]([NH2:19])=[O:18])=[CH:6][CH:7]=1.